This data is from Reaction yield outcomes from USPTO patents with 853,638 reactions. The task is: Predict the reaction yield, written as a fraction of the theoretical maximum amount of product (1.0 means a 100% yield; for example, 0.34 means a 34% yield). (1) The reactants are [C:1]([O:5][CH2:6][CH3:7])(=[O:4])[CH2:2][SH:3].[Br:8][C:9]1[CH:16]=[CH:15][C:12]([CH:13]=O)=[C:11](F)[CH:10]=1.C(N(CC)CC)C. The catalyst is CS(C)=O. The product is [Br:8][C:9]1[CH:10]=[CH:11][C:12]2[CH:13]=[C:2]([C:1]([O:5][CH2:6][CH3:7])=[O:4])[S:3][C:15]=2[CH:16]=1. The yield is 0.920. (2) The reactants are [Cl:1][C:2]1[CH:7]=[CH:6][C:5]([CH:8]([C:15]2[CH:20]=[CH:19][CH:18]=[CH:17][CH:16]=2)[N:9]2[CH2:14][CH2:13][NH:12][CH2:11][CH2:10]2)=[CH:4][CH:3]=1.[C:21]1([N:27]([CH2:34][C:35](O)=[O:36])[C:28]2[CH:33]=[CH:32][CH:31]=[CH:30][CH:29]=2)[CH:26]=[CH:25][CH:24]=[CH:23][CH:22]=1.C(Cl)CCl. The catalyst is C(Cl)Cl.CN(C1C=CN=CC=1)C. The product is [Cl:1][C:2]1[CH:3]=[CH:4][C:5]([CH:8]([C:15]2[CH:16]=[CH:17][CH:18]=[CH:19][CH:20]=2)[N:9]2[CH2:10][CH2:11][N:12]([C:35](=[O:36])[CH2:34][N:27]([C:21]3[CH:26]=[CH:25][CH:24]=[CH:23][CH:22]=3)[C:28]3[CH:33]=[CH:32][CH:31]=[CH:30][CH:29]=3)[CH2:13][CH2:14]2)=[CH:6][CH:7]=1. The yield is 0.760. (3) The reactants are [N:1]1[CH:6]=[CH:5][C:4]([CH2:7][C:8]2[CH:14]=[CH:13][C:11]([NH2:12])=[CH:10][CH:9]=2)=[CH:3][CH:2]=1.NC1C=CC=CC=1.[NH2:22][C:23]1[CH:28]=[C:27]([Cl:29])[C:26]([N+:30]([O-:32])=[O:31])=[CH:25][C:24]=1[OH:33].C[CH2:35][O:36]C(C)=O. The catalyst is C(Cl)Cl. The product is [Cl:29][C:27]1[C:26]([N+:30]([O-:32])=[O:31])=[CH:25][C:24]([OH:33])=[C:23]([NH:22][C:35]([NH:12][C:11]2[CH:10]=[CH:9][C:8]([CH2:7][C:4]3[CH:5]=[CH:6][N:1]=[CH:2][CH:3]=3)=[CH:14][CH:13]=2)=[O:36])[CH:28]=1. The yield is 0.640. (4) The reactants are [I:1][C:2]1[CH:3]=[C:4]([CH:7]=[CH:8][CH:9]=1)[CH:5]=[O:6].[CH2:10]([Mg]Br)[CH2:11][CH:12]=[CH2:13]. The catalyst is C1COCC1. The product is [I:1][C:2]1[CH:3]=[C:4]([CH:5]([OH:6])[CH2:13][CH2:12][CH:11]=[CH2:10])[CH:7]=[CH:8][CH:9]=1. The yield is 0.950. (5) The reactants are Cl[C:2]1[C:11]2[C:6](=[CH:7][CH:8]=[C:9]([Cl:12])[N:10]=2)[N:5]=[CH:4][C:3]=1[C:13](=[O:17])[CH:14]([CH3:16])[CH3:15].[NH2:18][C:19]1[CH:20]=[CH:21][C:22]([N:25]2[CH2:30][CH2:29][CH2:28][C@@H:27]([NH:31][C:32](=[O:38])[O:33][C:34]([CH3:37])([CH3:36])[CH3:35])[CH2:26]2)=[N:23][CH:24]=1. No catalyst specified. The product is [Cl:12][C:9]1[N:10]=[C:11]2[C:6](=[CH:7][CH:8]=1)[N:5]=[CH:4][C:3]([C:13](=[O:17])[CH:14]([CH3:16])[CH3:15])=[C:2]2[NH:18][C:19]1[CH:20]=[CH:21][C:22]([N:25]2[CH2:30][CH2:29][CH2:28][C@@H:27]([NH:31][C:32](=[O:38])[O:33][C:34]([CH3:36])([CH3:35])[CH3:37])[CH2:26]2)=[N:23][CH:24]=1. The yield is 0.880.